From a dataset of Catalyst prediction with 721,799 reactions and 888 catalyst types from USPTO. Predict which catalyst facilitates the given reaction. (1) Reactant: [F:1][C:2]([F:24])([F:23])[CH2:3][NH:4][C:5]([C@@H:7]([NH:15][C:16](=[O:22])[O:17][C:18]([CH3:21])([CH3:20])[CH3:19])[CH2:8][CH:9]1[CH2:14][CH2:13][CH2:12][CH2:11][CH2:10]1)=O.S(C)C. The catalyst class is: 1. Product: [F:1][C:2]([F:23])([F:24])[CH2:3][NH:4][CH2:5][C@@H:7]([NH:15][C:16](=[O:22])[O:17][C:18]([CH3:21])([CH3:19])[CH3:20])[CH2:8][CH:9]1[CH2:14][CH2:13][CH2:12][CH2:11][CH2:10]1. (2) Reactant: [NH2:1][CH:2]1[CH2:7][CH2:6][CH2:5][CH:4]([NH:8][C:9]2[CH:18]=[C:17]([N:19]([CH3:21])[CH3:20])[C:16]3[C:11](=[CH:12][CH:13]=[CH:14][CH:15]=3)[N:10]=2)[CH2:3]1.[CH3:22][O:23][C:24]1[N:29]=[C:28]([O:30][CH3:31])[C:27]([CH:32]=O)=[CH:26][N:25]=1.CC(O)=O. Product: [CH3:22][O:23][C:24]1[N:29]=[C:28]([O:30][CH3:31])[C:27]([CH2:32][NH:1][CH:2]2[CH2:7][CH2:6][CH2:5][CH:4]([NH:8][C:9]3[CH:18]=[C:17]([N:19]([CH3:21])[CH3:20])[C:16]4[C:11](=[CH:12][CH:13]=[CH:14][CH:15]=4)[N:10]=3)[CH2:3]2)=[CH:26][N:25]=1. The catalyst class is: 512. (3) Reactant: [NH2:1][C:2]1[CH:9]=[CH:8][C:7]([C:10]2[CH:15]=[CH:14][N:13]=[C:12](Cl)[N:11]=2)=[CH:6][C:3]=1[C:4]#[N:5].NC1C=CC(B2OC(C)(C)C(C)(C)O2)=[CH:22][C:19]=1[C:20]#[N:21].Cl[C:36]1[N:41]=[C:40](Cl)[CH:39]=[CH:38]N=1.[C:43]([O-:46])(O)=O.[Na+].[CH3:48][C:49]#N. The catalyst class is: 257. Product: [NH2:1][C:2]1[CH:9]=[CH:8][C:7]([C:10]2[CH:15]=[CH:14][N:13]=[C:12]([NH:21][C:20]3[CH:38]=[CH:39][C:40]([N:41]4[CH2:36][CH2:43][O:46][CH2:49][CH2:48]4)=[CH:22][CH:19]=3)[N:11]=2)=[CH:6][C:3]=1[C:4]#[N:5]. (4) Reactant: [NH:1]1[C:9]2[C:4](=[CH:5][CH:6]=[CH:7][CH:8]=2)[C:3]([C:10]([O:12][CH3:13])=[O:11])=[N:2]1.C(=O)([O-])[O-].[Cs+].[Cs+].Cl[CH2:21][C:22]1[CH:27]=[CH:26][C:25]([O:28][CH3:29])=[CH:24][CH:23]=1. Product: [CH3:29][O:28][C:25]1[CH:26]=[CH:27][C:22]([CH2:21][N:1]2[C:9]3[C:4](=[CH:5][CH:6]=[CH:7][CH:8]=3)[C:3]([C:10]([O:12][CH3:13])=[O:11])=[N:2]2)=[CH:23][CH:24]=1. The catalyst class is: 3. (5) The catalyst class is: 5. Reactant: [OH:1][CH2:2][CH2:3][NH:4][CH2:5][CH2:6][N:7]1[CH2:12][CH2:11][S:10][C:9]2[CH:13]=[CH:14][C:15]([NH:17][C:18]([C:20]3[S:21][CH:22]=[CH:23][CH:24]=3)=[NH:19])=[CH:16][C:8]1=2.[ClH:25]. Product: [ClH:25].[ClH:25].[OH:1][CH2:2][CH2:3][NH:4][CH2:5][CH2:6][N:7]1[CH2:12][CH2:11][S:10][C:9]2[CH:13]=[CH:14][C:15]([NH:17][C:18]([C:20]3[S:21][CH:22]=[CH:23][CH:24]=3)=[NH:19])=[CH:16][C:8]1=2. (6) Reactant: [Cl:1][C:2]1[CH:25]=[CH:24][C:5]([O:6][C:7]2[C:15]3[C:10](=[CH:11][CH:12]=[C:13](SC)[CH:14]=3)[N:9]([CH2:18][C:19]([O:21][CH3:22])=[O:20])[C:8]=2[CH3:23])=[CH:4][CH:3]=1.[Na].O[O:28][S:29]([O-:31])=O.[K+].[CH3:33]C(C)=O. Product: [Cl:1][C:2]1[CH:3]=[CH:4][C:5]([O:6][C:7]2[C:15]3[C:10](=[CH:11][CH:12]=[C:13]([S:29]([CH3:33])(=[O:31])=[O:28])[CH:14]=3)[N:9]([CH2:18][C:19]([O:21][CH3:22])=[O:20])[C:8]=2[CH3:23])=[CH:24][CH:25]=1. The catalyst class is: 6.